Dataset: Catalyst prediction with 721,799 reactions and 888 catalyst types from USPTO. Task: Predict which catalyst facilitates the given reaction. (1) Product: [F:18][C:17]([F:20])([F:19])[C:16]1[C:11]([C:9]2[CH:10]=[C:2]3[C:3]([C:4]([OH:6])=[N:23][CH:21]=[N:1]3)=[CH:7][CH:8]=2)=[N:12][CH:13]=[CH:14][CH:15]=1. The catalyst class is: 6. Reactant: [NH2:1][C:2]1[CH:10]=[C:9]([C:11]2[C:16]([C:17]([F:20])([F:19])[F:18])=[CH:15][CH:14]=[CH:13][N:12]=2)[CH:8]=[CH:7][C:3]=1[C:4]([OH:6])=O.[CH:21]([NH2:23])=O. (2) Reactant: [Cl:1][CH2:2][CH2:3]Cl.[CH2:5]([C:7]1[CH:12]=[CH:11]C(CO)=[CH:9][C:8]=1[C:15]([F:18])([F:17])[F:16])[CH3:6].S(Cl)(Cl)=O. Product: [Cl:1][CH2:2][C:3]1[CH:6]=[CH:5][C:7]([CH2:12][CH3:11])=[C:8]([C:15]([F:16])([F:17])[F:18])[CH:9]=1. The catalyst class is: 3.